This data is from Peptide-MHC class II binding affinity with 134,281 pairs from IEDB. The task is: Regression. Given a peptide amino acid sequence and an MHC pseudo amino acid sequence, predict their binding affinity value. This is MHC class II binding data. (1) The peptide sequence is GQFIHFYREPVDQKQ. The MHC is DRB1_0101 with pseudo-sequence DRB1_0101. The binding affinity (normalized) is 0.139. (2) The peptide sequence is TALKKAITAMSEAQK. The MHC is DRB1_1001 with pseudo-sequence DRB1_1001. The binding affinity (normalized) is 0.782. (3) The binding affinity (normalized) is 0.307. The MHC is HLA-DQA10601-DQB10402 with pseudo-sequence HLA-DQA10601-DQB10402. The peptide sequence is NVQSLGWNIITFKDK.